This data is from hERG Central: cardiac toxicity at 1µM, 10µM, and general inhibition. The task is: Predict hERG channel inhibition at various concentrations. (1) The compound is Cl.OCCNCc1c(OCc2ccc(Cl)cc2)ccc2ccccc12. Results: hERG_inhib (hERG inhibition (general)): blocker. (2) The compound is Cc1ccc(CN2CCN(C/C=C/c3ccc(F)cc3)CC2CCO)o1. Results: hERG_inhib (hERG inhibition (general)): blocker. (3) The drug is CCOC(=O)C1(CCCc2ccccc2)CCN(C(=O)c2cnn(CC)c2)CC1. Results: hERG_inhib (hERG inhibition (general)): blocker. (4) Results: hERG_inhib (hERG inhibition (general)): blocker. The drug is C=CCn1c(SCc2ccc(C(=O)NCCO)cc2)nc2sc(C)c(C)c2c1=O.